Dataset: NCI-60 drug combinations with 297,098 pairs across 59 cell lines. Task: Regression. Given two drug SMILES strings and cell line genomic features, predict the synergy score measuring deviation from expected non-interaction effect. Cell line: NCI-H522. Drug 1: CN1C2=C(C=C(C=C2)N(CCCl)CCCl)N=C1CCCC(=O)O.Cl. Synergy scores: CSS=12.8, Synergy_ZIP=-5.03, Synergy_Bliss=-0.987, Synergy_Loewe=0.325, Synergy_HSA=0.328. Drug 2: CS(=O)(=O)OCCCCOS(=O)(=O)C.